From a dataset of Forward reaction prediction with 1.9M reactions from USPTO patents (1976-2016). Predict the product of the given reaction. Given the reactants [CH2:1]([NH:3][C:4](=[N:7][C:8]#[N:9])[S:5][CH3:6])[CH3:2].[CH:10]1(N)CC[CH2:11]1.C(N)C, predict the reaction product. The product is: [CH:1]1([NH:3][C:4](=[N:7][C:8]#[N:9])[S:5][CH3:6])[CH2:11][CH2:10][CH2:2]1.